This data is from Full USPTO retrosynthesis dataset with 1.9M reactions from patents (1976-2016). The task is: Predict the reactants needed to synthesize the given product. (1) Given the product [CH3:26][O:3][C:4]1[CH:5]=[C:6]2[C:11](=[CH:12][CH:13]=1)[CH:10]([C:14]([O:16][CH2:17][CH3:18])=[O:15])[N:9]([C:19]([O:21][C:22]([CH3:24])([CH3:23])[CH3:25])=[O:20])[CH2:8][CH2:7]2, predict the reactants needed to synthesize it. The reactants are: IC.[OH:3][C:4]1[CH:5]=[C:6]2[C:11](=[CH:12][CH:13]=1)[CH:10]([C:14]([O:16][CH2:17][CH3:18])=[O:15])[N:9]([C:19]([O:21][C:22]([CH3:25])([CH3:24])[CH3:23])=[O:20])[CH2:8][CH2:7]2.[C:26](=O)([O-])[O-].[Cs+].[Cs+].O. (2) Given the product [NH2:12][S:9]([C:5]1[N:6]=[C:7]([CH3:8])[C:2]([NH:1][C:21](=[O:22])[CH2:20][Cl:19])=[CH:3][CH:4]=1)(=[O:11])=[O:10], predict the reactants needed to synthesize it. The reactants are: [NH2:1][C:2]1[CH:3]=[CH:4][C:5]([S:9]([NH2:12])(=[O:11])=[O:10])=[N:6][C:7]=1[CH3:8].C(=O)([O-])[O-].[K+].[K+].[Cl:19][CH2:20][C:21](Cl)=[O:22]. (3) Given the product [CH3:41][CH:40]([O:42][C:43]1[CH:50]=[CH:49][C:48]([C:51]2[O:55][N:54]=[C:53]([C:56]3[CH:66]=[CH:65][C:59]4[CH2:60][CH2:61][N:62]([C:13](=[O:15])[C@H:9]([C@@H:10]([CH3:12])[OH:11])[NH2:8])[CH2:63][CH2:64][C:58]=4[CH:57]=3)[N:52]=2)=[CH:47][C:44]=1[C:45]#[N:46])[CH3:39], predict the reactants needed to synthesize it. The reactants are: CC(OC([NH:8][C@H:9]([C:13]([OH:15])=O)[C@@H:10]([CH3:12])[OH:11])=O)(C)C.C(N1CCOCC1)C.C1C=CC2N(O)N=NC=2C=1.C(Cl)CCl.Cl.[CH3:39][CH:40]([O:42][C:43]1[CH:50]=[CH:49][C:48]([C:51]2[O:55][N:54]=[C:53]([C:56]3[CH:66]=[CH:65][C:59]4[CH2:60][CH2:61][NH:62][CH2:63][CH2:64][C:58]=4[CH:57]=3)[N:52]=2)=[CH:47][C:44]=1[C:45]#[N:46])[CH3:41].FC(F)(F)C(O)=O. (4) Given the product [F:40][C:2]([F:1])([F:39])[C:3]1[CH:4]=[C:5]([CH:32]=[C:33]([C:35]([F:37])([F:36])[F:38])[CH:34]=1)[CH2:6][N:7]([CH2:20][C:21]1[CH:26]=[C:25]([C:27]([F:30])([F:29])[F:28])[CH:24]=[CH:23][C:22]=1[O:31][S:49]([C:48]([F:61])([F:60])[F:47])(=[O:51])=[O:50])[C:8]1[N:13]=[CH:12][C:11]([N:14]2[CH2:15][CH2:16][O:17][CH2:18][CH2:19]2)=[CH:10][N:9]=1, predict the reactants needed to synthesize it. The reactants are: [F:1][C:2]([F:40])([F:39])[C:3]1[CH:4]=[C:5]([CH:32]=[C:33]([C:35]([F:38])([F:37])[F:36])[CH:34]=1)[CH2:6][N:7]([CH2:20][C:21]1[CH:26]=[C:25]([C:27]([F:30])([F:29])[F:28])[CH:24]=[CH:23][C:22]=1[OH:31])[C:8]1[N:13]=[CH:12][C:11]([N:14]2[CH2:19][CH2:18][O:17][CH2:16][CH2:15]2)=[CH:10][N:9]=1.N1C=CC=CC=1.[F:47][C:48]([F:61])([F:60])[S:49](O[S:49]([C:48]([F:61])([F:60])[F:47])(=[O:51])=[O:50])(=[O:51])=[O:50].C(=O)(O)[O-].[Na+]. (5) Given the product [CH3:11][O:10][C:3]1[CH:4]=[C:5]([CH2:6][N:16]2[CH2:17][CH2:18][N:13]([CH3:12])[CH2:14][CH2:15]2)[CH:8]=[CH:9][C:2]=1[OH:1], predict the reactants needed to synthesize it. The reactants are: [OH:1][C:2]1[CH:9]=[CH:8][C:5]([CH:6]=O)=[CH:4][C:3]=1[O:10][CH3:11].[CH3:12][N:13]1[CH2:18][CH2:17][NH:16][CH2:15][CH2:14]1.C(O[BH-](OC(=O)C)OC(=O)C)(=O)C.[Na+].C(=O)(O)[O-].[Na+]. (6) Given the product [CH3:1][O:2][C:3]1[CH:8]=[C:7]([O:9][CH3:10])[CH:6]=[CH:5][C:4]=1[CH2:11][CH2:12][CH2:13][CH2:14][OH:15], predict the reactants needed to synthesize it. The reactants are: [CH3:1][O:2][C:3]1[CH:8]=[C:7]([O:9][CH3:10])[CH:6]=[CH:5][C:4]=1[C:11]#[C:12][CH2:13][CH2:14][OH:15].